This data is from Retrosynthesis with 50K atom-mapped reactions and 10 reaction types from USPTO. The task is: Predict the reactants needed to synthesize the given product. (1) Given the product CCCN1C(=O)N(c2ccc(N3CCN(c4ccc(O)cc4)CC3)cc2)NC1C, predict the reactants needed to synthesize it. The reactants are: CCCN1C(=O)N(c2ccc(N3CCN(c4ccc(OC)cc4)CC3)cc2)NC1C. (2) The reactants are: CC(C)(C)OC(=O)N[C@H]1C[C@@H](N2CCn3nc(C(F)(F)F)nc3C2)CO[C@@H]1c1cc(F)c(F)cc1F. Given the product N[C@H]1C[C@@H](N2CCn3nc(C(F)(F)F)nc3C2)CO[C@@H]1c1cc(F)c(F)cc1F, predict the reactants needed to synthesize it. (3) Given the product COC(=O)c1cc(I)ccc1OCc1ccc(F)cc1, predict the reactants needed to synthesize it. The reactants are: COC(=O)c1cc(I)ccc1O.Fc1ccc(CBr)cc1. (4) Given the product COc1cc(OCc2cccc(-c3cccc(C(F)(F)F)c3)c2)c2cc(-c3cn4nc(OC)sc4n3)oc2c1, predict the reactants needed to synthesize it. The reactants are: COc1cc(O)c2cc(-c3cn4nc(OC)sc4n3)oc2c1.OCc1cccc(-c2cccc(C(F)(F)F)c2)c1. (5) Given the product CC1(CN2CCC(N3CCNC3=O)CC2)OCc2ccccc2-n2cccc21, predict the reactants needed to synthesize it. The reactants are: CC1(C=O)OCc2ccccc2-n2cccc21.O=C1NCCN1C1CCNCC1. (6) Given the product CC(=O)O[C@@H](C)C(=O)Nc1c(I)c(C(=O)O)c(I)c(C(=O)O)c1I, predict the reactants needed to synthesize it. The reactants are: CC(=O)O[C@@H](C)C(=O)Cl.Nc1c(I)c(C(=O)O)c(I)c(C(=O)O)c1I. (7) Given the product CCc1c(C(=O)C(N)=O)c2c(OCC(=O)O)c3ccccc3cc2n1Cc1ccccc1, predict the reactants needed to synthesize it. The reactants are: CCc1c(C(=O)C(N)=O)c2c(OCC(=O)OCc3ccccc3)c3ccccc3cc2n1Cc1ccccc1.